Predict the reactants needed to synthesize the given product. From a dataset of Full USPTO retrosynthesis dataset with 1.9M reactions from patents (1976-2016). (1) Given the product [Br:7][C:8]1[CH:13]=[CH:12][CH:11]=[C:10]([O:14][CH2:19][CH:18]([O:21][CH2:22][CH3:23])[O:17][CH2:15][CH3:16])[CH:9]=1, predict the reactants needed to synthesize it. The reactants are: C(=O)([O-])[O-].[K+].[K+].[Br:7][C:8]1[CH:9]=[C:10]([OH:14])[CH:11]=[CH:12][CH:13]=1.[CH2:15]([O:17][CH:18]([O:21][CH2:22][CH3:23])[CH2:19]Br)[CH3:16]. (2) Given the product [F:9][C:5]1[CH:4]=[C:3]([CH:2]([C:10]2[CH:15]=[CH:14][CH:13]=[C:12]([F:16])[CH:11]=2)[N:20]2[CH:21]=[CH:22][CH:23]=[C:24]([C:25]([O:27][CH3:28])=[O:26])[C:19]2=[O:18])[CH:8]=[CH:7][CH:6]=1, predict the reactants needed to synthesize it. The reactants are: Br[CH:2]([C:10]1[CH:11]=[C:12]([F:16])[CH:13]=[CH:14][CH:15]=1)[C:3]1[CH:4]=[C:5]([F:9])[CH:6]=[CH:7][CH:8]=1.Cl.[O:18]=[C:19]1[C:24]([C:25]([O:27][CH3:28])=[O:26])=[CH:23][CH:22]=[CH:21][NH:20]1.[H-].[Na+]. (3) The reactants are: C[O:2][C:3]([C:5]1[CH:13]=[C:12]2[C:8]([C:9]([CH:35]3[CH2:40][CH2:39][CH2:38][CH2:37][CH2:36]3)=[C:10]([C:18]3[CH:19]=[C:20]4[C:25](=[CH:26][CH:27]=3)[N:24]=[C:23]([C:28]3[S:32][C:31]([CH3:33])=[N:30][C:29]=3[CH3:34])[CH:22]=[CH:21]4)[N:11]2[CH2:14][C:15]([OH:17])=O)=[CH:7][CH:6]=1)=[O:4].COC(C1C=C2C(C(C3CCCCC3)=C(Br)N2CC(N2CCOCC2)=O)=CC=1)=O.N1CCOCC1.[N:76]1[NH:77][N:78]=[N:79][C:80]=1[NH2:81]. Given the product [CH:35]1([C:9]2[C:8]3[C:12](=[CH:13][C:5]([C:3]([OH:2])=[O:4])=[CH:6][CH:7]=3)[N:11]([CH2:14][C:15](=[O:17])[NH:81][C:80]3[N:76]=[N:77][NH:78][N:79]=3)[C:10]=2[C:18]2[CH:19]=[C:20]3[C:25](=[CH:26][CH:27]=2)[N:24]=[C:23]([C:28]2[S:32][C:31]([CH3:33])=[N:30][C:29]=2[CH3:34])[CH:22]=[CH:21]3)[CH2:40][CH2:39][CH2:38][CH2:37][CH2:36]1, predict the reactants needed to synthesize it. (4) The reactants are: [I:1][C:2]1[C:10]2[C:5](=[N:6][CH:7]=[N:8][C:9]=2[NH2:11])[NH:4][N:3]=1.[O:12]1[C:16]2([CH2:21][CH2:20][CH:19](O)[CH2:18][CH2:17]2)OCC1.C1(P(C2C=CC=CC=2)C2C=CC=CC=2)C=CC=CC=1.N(C(OC(C)C)=O)=NC(OC(C)C)=O. Given the product [NH2:11][C:9]1[N:8]=[CH:7][N:6]=[C:5]2[N:4]([CH:19]3[CH2:20][CH2:21][C:16](=[O:12])[CH2:17][CH2:18]3)[N:3]=[C:2]([I:1])[C:10]=12, predict the reactants needed to synthesize it. (5) Given the product [F:1][C:2]1[CH:3]=[C:4]([C:10]2[CH:11]=[CH:12][C:13]3[N:14]([C:16]([CH2:19][NH2:23])=[CH:17][N:18]=3)[N:15]=2)[CH:5]=[C:6]([F:9])[C:7]=1[F:8], predict the reactants needed to synthesize it. The reactants are: [F:1][C:2]1[CH:3]=[C:4]([C:10]2[CH:11]=[CH:12][C:13]3[N:14]([C:16]([CH2:19]O)=[CH:17][N:18]=3)[N:15]=2)[CH:5]=[C:6]([F:9])[C:7]=1[F:8].C([N:23](CC)CC)C.N([Na])=[N+]=[N-].CP(C)C.C1COCC1. (6) Given the product [CH2:1]([N:7]([CH2:19][C:20]1[CH:21]=[CH:22][C:23]([CH2:24][O:25][C:26]2[CH:31]=[CH:30][C:29]([CH2:32][CH2:33][C:34]([OH:36])=[O:35])=[CH:28][CH:27]=2)=[CH:38][CH:39]=1)[C:8]1[S:9][CH:10]=[C:11]([C:13]2[CH:14]=[CH:15][CH:16]=[CH:17][CH:18]=2)[N:12]=1)[CH2:2][CH2:3][CH2:4][CH2:5][CH3:6], predict the reactants needed to synthesize it. The reactants are: [CH2:1]([N:7]([CH2:19][C:20]1[CH:39]=[CH:38][C:23]([CH2:24][O:25][C:26]2[CH:31]=[CH:30][C:29]([CH2:32][CH2:33][C:34]([O:36]C)=[O:35])=[CH:28][CH:27]=2)=[CH:22][CH:21]=1)[C:8]1[S:9][CH:10]=[C:11]([C:13]2[CH:18]=[CH:17][CH:16]=[CH:15][CH:14]=2)[N:12]=1)[CH2:2][CH2:3][CH2:4][CH2:5][CH3:6].O.Cl. (7) Given the product [ClH:37].[S:1](=[O:35])(=[O:36])([O:3][C:4]1[CH:9]=[CH:8][CH:7]=[C:6]([C:10]2[N:11]=[CH:12][N:13]([C:15](=[O:34])[N:16]([CH:18]3[CH2:19][CH2:20][N:21]([CH2:24][C:25]4[CH:33]=[CH:32][C:28]5[O:29][CH2:30][O:31][C:27]=5[CH:26]=4)[CH2:22][CH2:23]3)[CH3:17])[CH:14]=2)[CH:5]=1)[NH2:2], predict the reactants needed to synthesize it. The reactants are: [S:1](=[O:36])(=[O:35])([O:3][C:4]1[CH:9]=[CH:8][CH:7]=[C:6]([C:10]2[N:11]=[CH:12][N:13]([C:15](=[O:34])[N:16]([CH:18]3[CH2:23][CH2:22][N:21]([CH2:24][C:25]4[CH:33]=[CH:32][C:28]5[O:29][CH2:30][O:31][C:27]=5[CH:26]=4)[CH2:20][CH2:19]3)[CH3:17])[CH:14]=2)[CH:5]=1)[NH2:2].[ClH:37]. (8) Given the product [Cl:1][C:2]1[N:3]=[C:4]2[C@@H:10]([CH2:11][CH2:12][N:13]3[CH:17]=[C:16]([C:18]([OH:20])=[O:19])[CH:15]=[N:14]3)[O:9][C@H:8]([C:23]3[CH:28]=[CH:27][CH:26]=[C:25]([O:29][CH3:30])[C:24]=3[O:31][CH3:32])[C:7]3[CH:33]=[C:34]([Cl:37])[CH:35]=[CH:36][C:6]=3[N:5]2[CH:38]=1, predict the reactants needed to synthesize it. The reactants are: [Cl:1][C:2]1[N:3]=[C:4]2[C@@H:10]([CH2:11][CH2:12][N:13]3[CH:17]=[C:16]([C:18]([O:20]CC)=[O:19])[CH:15]=[N:14]3)[O:9][C@H:8]([C:23]3[CH:28]=[CH:27][CH:26]=[C:25]([O:29][CH3:30])[C:24]=3[O:31][CH3:32])[C:7]3[CH:33]=[C:34]([Cl:37])[CH:35]=[CH:36][C:6]=3[N:5]2[CH:38]=1.[OH-].[Na+].Cl.